From a dataset of Reaction yield outcomes from USPTO patents with 853,638 reactions. Predict the reaction yield, written as a fraction of the theoretical maximum amount of product (1.0 means a 100% yield; for example, 0.34 means a 34% yield). (1) The reactants are [F:1][C:2]1[CH:24]=[CH:23][C:5]([CH2:6][CH2:7][C:8]2[S:9][C:10]3[N:11]=[CH:12][N:13]=[C:14]([N:17]4[CH2:22][CH2:21][NH:20][CH2:19][CH2:18]4)[C:15]=3[N:16]=2)=[CH:4][CH:3]=1.[Cl:25][C:26]1[CH:36]=[CH:35][C:29]([O:30][CH2:31][C:32](O)=[O:33])=[CH:28][CH:27]=1. The product is [F:1][C:2]1[CH:24]=[CH:23][C:5]([CH2:6][CH2:7][C:8]2[S:9][C:10]3[N:11]=[CH:12][N:13]=[C:14]([N:17]4[CH2:22][CH2:21][N:20]([C:32](=[O:33])[CH2:31][O:30][C:29]5[CH:35]=[CH:36][C:26]([Cl:25])=[CH:27][CH:28]=5)[CH2:19][CH2:18]4)[C:15]=3[N:16]=2)=[CH:4][CH:3]=1. No catalyst specified. The yield is 0.480. (2) The reactants are [Cl-].[CH:2]1([NH:5][C:6](=[O:11])[CH2:7][CH2:8][CH2:9][NH3+:10])[CH2:4][CH2:3]1.[CH3:12][N:13]1[C:25]2[CH2:24][CH2:23][CH:22]([CH:26]3[CH2:31][CH2:30][O:29][CH2:28][CH2:27]3)[CH2:21][C:20]=2[C:19]2[C:14]1=[CH:15][CH:16]=[C:17]([C:32](O)=[O:33])[CH:18]=2.CCN(C(C)C)C(C)C.CN(C(ON1N=NC2C=CC=NC1=2)=[N+](C)C)C.F[P-](F)(F)(F)(F)F. The catalyst is CN(C=O)C. The product is [CH:2]1([NH:5][C:6](=[O:11])[CH2:7][CH2:8][CH2:9][NH:10][C:32]([C:17]2[CH:18]=[C:19]3[C:14](=[CH:15][CH:16]=2)[N:13]([CH3:12])[C:25]2[CH2:24][CH2:23][CH:22]([CH:26]4[CH2:31][CH2:30][O:29][CH2:28][CH2:27]4)[CH2:21][C:20]3=2)=[O:33])[CH2:4][CH2:3]1. The yield is 0.310. (3) The reactants are [Cl:1][C:2]1[CH:3]=[C:4]([CH:9]=[C:10]([C:12]2[CH:17]=[CH:16][C:15]([CH2:18][N:19]([CH3:21])[CH3:20])=[CH:14][CH:13]=2)[N:11]=1)[C:5]([O:7]C)=O.[OH-].[Na+].C1CN([P+](ON2N=NC3C=CC=CC2=3)(N2CCCC2)N2CCCC2)CC1.F[P-](F)(F)(F)(F)F.[NH2:57][CH2:58][C:59]1[C:60](=[O:67])[NH:61][C:62]([CH3:66])=[CH:63][C:64]=1[CH3:65]. The catalyst is C(O)C.O.CS(C)=O. The product is [Cl:1][C:2]1[CH:3]=[C:4]([CH:9]=[C:10]([C:12]2[CH:17]=[CH:16][C:15]([CH2:18][N:19]([CH3:21])[CH3:20])=[CH:14][CH:13]=2)[N:11]=1)[C:5]([NH:57][CH2:58][C:59]1[C:60](=[O:67])[NH:61][C:62]([CH3:66])=[CH:63][C:64]=1[CH3:65])=[O:7]. The yield is 0.436. (4) The product is [NH2:23][C@@:22]([C:17]1[CH:16]=[CH:15][C:14]2[C:19](=[CH:20][CH:21]=[C:12]([O:11][C@H:8]3[CH2:7][CH2:6][C@H:5]([C:1]([CH3:4])([CH3:3])[CH3:2])[CH2:10][CH2:9]3)[CH:13]=2)[CH:18]=1)([CH3:28])[CH2:26][OH:25]. The yield is 0.130. The reactants are [C:1]([C@H:5]1[CH2:10][CH2:9][C@H:8]([O:11][C:12]2[CH:13]=[C:14]3[C:19](=[CH:20][CH:21]=2)[CH:18]=[C:17]([C@:22]2([CH3:28])[CH2:26][O:25]C(=O)[NH:23]2)[CH:16]=[CH:15]3)[CH2:7][CH2:6]1)([CH3:4])([CH3:3])[CH3:2].C(O)C.O.[OH-].[Li+]. The catalyst is O.